This data is from Catalyst prediction with 721,799 reactions and 888 catalyst types from USPTO. The task is: Predict which catalyst facilitates the given reaction. (1) Reactant: [C:1]([CH2:3][C:4](ON1C(=O)CCC1=O)=[O:5])#[N:2].C(N(CC)CC)C.Cl.[O:22]=[C:23]1[C:28]([NH:29][C:30]2[N:38]=[C:37]3[C:33]([NH:34][C:35](=[O:45])[N:36]3[C@@H:39]3[CH2:44][CH2:43][CH2:42][NH:41][CH2:40]3)=[CH:32][N:31]=2)=[CH:27][CH:26]=[CH:25][NH:24]1. Product: [O:5]=[C:4]([N:41]1[CH2:42][CH2:43][CH2:44][C@@H:39]([N:36]2[C:35](=[O:45])[NH:34][C:33]3[C:37]2=[N:38][C:30]([NH:29][C:28]2[C:23](=[O:22])[NH:24][CH:25]=[CH:26][CH:27]=2)=[N:31][CH:32]=3)[CH2:40]1)[CH2:3][C:1]#[N:2]. The catalyst class is: 3. (2) Reactant: C(O)C.[CH2:4]([O:6][C:7](=[O:32])[CH2:8][N:9]1[C:17]2[C:12](=[CH:13][CH:14]=[CH:15][C:16]=2[C:18]#[C:19][Si](C)(C)C)[C:11]([CH2:24][CH2:25][CH2:26][C:27]([O:29][CH2:30][CH3:31])=[O:28])=[CH:10]1)[CH3:5].C(=O)([O-])[O-].[K+].[K+]. Product: [CH2:4]([O:6][C:7](=[O:32])[CH2:8][N:9]1[C:17]2[C:12](=[CH:13][CH:14]=[CH:15][C:16]=2[C:18]#[CH:19])[C:11]([CH2:24][CH2:25][CH2:26][C:27]([O:29][CH2:30][CH3:31])=[O:28])=[CH:10]1)[CH3:5]. The catalyst class is: 6. (3) Reactant: [CH3:1][CH:2]([O:4][C:5]1[CH:12]=[CH:11][C:10]([C:13]2[S:14][C:15]([N:18]3[C:26]([CH3:27])=[C:21]4[CH2:22][NH:23][CH2:24][CH2:25][C:20]4=[N:19]3)=[N:16][N:17]=2)=[CH:9][C:6]=1[C:7]#[N:8])[CH3:3].[CH3:28][C:29]1([CH3:36])[O:34][CH2:33][C:32](=O)[CH2:31][O:30]1.C(O[BH-](OC(=O)C)OC(=O)C)(=O)C.[Na+]. Product: [CH3:28][C:29]1([CH3:36])[O:34][CH2:33][CH:32]([N:23]2[CH2:24][CH2:25][C:20]3=[N:19][N:18]([C:15]4[S:14][C:13]([C:10]5[CH:11]=[CH:12][C:5]([O:4][CH:2]([CH3:1])[CH3:3])=[C:6]([CH:9]=5)[C:7]#[N:8])=[N:17][N:16]=4)[C:26]([CH3:27])=[C:21]3[CH2:22]2)[CH2:31][O:30]1. The catalyst class is: 793. (4) Reactant: I[CH3:2].[ClH:3].[NH2:4][C:5]1[C:6]([OH:13])=[N:7][C:8]([SH:12])=[N:9][C:10]=1[NH2:11].Cl. Product: [ClH:3].[ClH:3].[NH2:4][C:5]1[C:6]([OH:13])=[N:7][C:8]([S:12][CH3:2])=[N:9][C:10]=1[NH2:11]. The catalyst class is: 74. (5) Reactant: N[C:2]1[C:6]([C:7]([OH:9])=O)=[CH:5][N:4]([C:10]2[N:19]=[CH:18][C:17]3[CH2:16][CH2:15][C:14]4[CH:20]=[C:21](OC)[CH:22]=[CH:23][C:13]=4[C:12]=3[N:11]=2)[N:3]=1.C([N:29](C(C)C)CC)(C)C.[CH3:35][N:36]1[CH2:41][CH2:40][N:39]([CH2:42][CH2:43][C:44]2[CH:49]=[CH:48][C:47]([NH2:50])=[CH:46][CH:45]=2)[CH2:38][CH2:37]1.CN([C:54]([O:58]N1N=NC2C=CC=CC1=2)=[N+](C)C)C.F[P-](F)(F)(F)(F)F. Product: [CH3:35][N:36]1[CH2:41][CH2:40][N:39]([CH2:42][CH2:43][C:44]2[CH:45]=[CH:46][C:47]([NH:50][C:7]([C:6]3[CH:2]=[N:3][N:4]([C:10]4[N:19]=[CH:18][C:17]5[CH2:16][CH2:15][C:14]6[C:20]([O:58][CH3:54])=[CH:21][CH:22]=[CH:23][C:13]=6[C:12]=5[N:11]=4)[C:5]=3[NH2:29])=[O:9])=[CH:48][CH:49]=2)[CH2:38][CH2:37]1. The catalyst class is: 3.